This data is from Catalyst prediction with 721,799 reactions and 888 catalyst types from USPTO. The task is: Predict which catalyst facilitates the given reaction. Reactant: ClC1C=C(C=CC=1)C(OO)=[O:6].[CH3:12][C:13]([N:25]1[CH2:30][CH2:29][O:28][CH2:27][CH2:26]1)([CH3:24])[C:14]([C:16]1[CH:21]=[CH:20][C:19]([S:22][CH3:23])=[CH:18][CH:17]=1)=[O:15]. Product: [CH3:24][C:13]([N:25]1[CH2:26][CH2:27][O:28][CH2:29][CH2:30]1)([CH3:12])[C:14]([C:16]1[CH:21]=[CH:20][C:19]([S:22]([CH3:23])=[O:6])=[CH:18][CH:17]=1)=[O:15]. The catalyst class is: 4.